This data is from Catalyst prediction with 721,799 reactions and 888 catalyst types from USPTO. The task is: Predict which catalyst facilitates the given reaction. Reactant: [S:1](Cl)(=[O:4])(=[O:3])[NH2:2].[Si:6]([O:13][C@H:14]1[CH2:18][C@H:17]([C:19]2[C:23]3[N:24]=[CH:25][N:26]=[C:27]([NH:28][CH2:29][CH:30]4[CH2:35][CH2:34][CH2:33][CH2:32][CH2:31]4)[C:22]=3[S:21][CH:20]=2)[CH2:16][C@H:15]1[CH2:36][OH:37])([C:9]([CH3:12])([CH3:11])[CH3:10])([CH3:8])[CH3:7].C(N(CC)CC)C. Product: [S:1](=[O:4])(=[O:3])([O:37][CH2:36][C@@H:15]1[CH2:16][C@@H:17]([C:19]2[C:23]3[N:24]=[CH:25][N:26]=[C:27]([NH:28][CH2:29][CH:30]4[CH2:35][CH2:34][CH2:33][CH2:32][CH2:31]4)[C:22]=3[S:21][CH:20]=2)[CH2:18][C@@H:14]1[O:13][Si:6]([C:9]([CH3:12])([CH3:11])[CH3:10])([CH3:8])[CH3:7])[NH2:2]. The catalyst class is: 23.